From a dataset of Reaction yield outcomes from USPTO patents with 853,638 reactions. Predict the reaction yield, written as a fraction of the theoretical maximum amount of product (1.0 means a 100% yield; for example, 0.34 means a 34% yield). (1) The reactants are [C:1]([Si:5]([CH3:29])([CH3:28])[O:6][C:7]1[CH:8]=[C:9]([CH:15]([OH:27])[C:16]2[CH:17]=[CH:18][C:19]([Cl:26])=[C:20]([S:22]([NH2:25])(=[O:24])=[O:23])[CH:21]=2)[CH:10]=[CH:11][C:12]=1[O:13][CH3:14])([CH3:4])([CH3:3])[CH3:2].CC(C)=O.OS(O)(=O)=O.O=[Cr](=O)=O. The catalyst is CC(C)=O. The product is [C:1]([Si:5]([CH3:29])([CH3:28])[O:6][C:7]1[CH:8]=[C:9]([CH:10]=[CH:11][C:12]=1[O:13][CH3:14])[C:15]([C:16]1[CH:17]=[CH:18][C:19]([Cl:26])=[C:20]([S:22]([NH2:25])(=[O:23])=[O:24])[CH:21]=1)=[O:27])([CH3:4])([CH3:3])[CH3:2]. The yield is 0.500. (2) The reactants are [OH:1][C:2]1[CH:7]=[CH:6][C:5]([C:8]2[N:12]([CH:13]3[CH2:18][CH2:17][CH2:16][CH2:15][CH2:14]3)[C:11]3[CH:19]=[CH:20][C:21]([C:23]#[N:24])=[CH:22][C:10]=3[N:9]=2)=[CH:4][CH:3]=1.C(=O)([O-])[O-].[Cs+].[Cs+].Br[CH2:32][C:33]1[CH:38]=[C:37]([O:39][CH3:40])[CH:36]=[CH:35][C:34]=1[C:41]1[CH:46]=[CH:45][C:44]([Cl:47])=[CH:43][CH:42]=1. The catalyst is CN(C=O)C. The product is [Cl:47][C:44]1[CH:43]=[CH:42][C:41]([C:34]2[CH:35]=[CH:36][C:37]([O:39][CH3:40])=[CH:38][C:33]=2[CH2:32][O:1][C:2]2[CH:7]=[CH:6][C:5]([C:8]3[N:12]([CH:13]4[CH2:14][CH2:15][CH2:16][CH2:17][CH2:18]4)[C:11]4[CH:19]=[CH:20][C:21]([C:23]#[N:24])=[CH:22][C:10]=4[N:9]=3)=[CH:4][CH:3]=2)=[CH:46][CH:45]=1. The yield is 1.00. (3) The reactants are [CH3:1][C@@H:2]([CH2:14][CH3:15])[CH2:3][NH:4][CH2:5][C:6]1[S:10][C:9](B(O)O)=[CH:8][CH:7]=1.Br[C:17]1[CH:18]=[C:19]2[C:23](=[C:24]([C:26]([NH2:28])=[O:27])[CH:25]=1)[NH:22][CH:21]=[C:20]2[CH:29]1[CH2:34][CH2:33][N:32]([S:35]([CH2:38][CH3:39])(=[O:37])=[O:36])[CH2:31][CH2:30]1.C([O-])([O-])=O.[K+].[K+]. The catalyst is C1C=CC([P]([Pd]([P](C2C=CC=CC=2)(C2C=CC=CC=2)C2C=CC=CC=2)([P](C2C=CC=CC=2)(C2C=CC=CC=2)C2C=CC=CC=2)[P](C2C=CC=CC=2)(C2C=CC=CC=2)C2C=CC=CC=2)(C2C=CC=CC=2)C2C=CC=CC=2)=CC=1. The product is [CH2:38]([S:35]([N:32]1[CH2:31][CH2:30][CH:29]([C:20]2[C:19]3[C:23](=[C:24]([C:26]([NH2:28])=[O:27])[CH:25]=[C:17]([C:9]4[S:10][C:6]([CH2:5][NH:4][CH2:3][C@@H:2]([CH3:1])[CH2:14][CH3:15])=[CH:7][CH:8]=4)[CH:18]=3)[NH:22][CH:21]=2)[CH2:34][CH2:33]1)(=[O:37])=[O:36])[CH3:39]. The yield is 0.390. (4) The reactants are [CH2:1]([O:8][C:9](=[O:19])[NH:10][C:11]1[CH:16]=[CH:15][C:14]([F:17])=[CH:13][C:12]=1[F:18])[C:2]1[CH:7]=[CH:6][CH:5]=[CH:4][CH:3]=1.[O:20]1CCC[CH2:21]1.C([Li])CCC.CN(C)C=O. The catalyst is O. The product is [CH2:1]([O:8][C:9](=[O:19])[NH:10][C:11]1[CH:16]=[CH:15][C:14]([F:17])=[C:13]([CH:21]=[O:20])[C:12]=1[F:18])[C:2]1[CH:3]=[CH:4][CH:5]=[CH:6][CH:7]=1. The yield is 0.710. (5) The reactants are [C:1](Cl)(=[O:4])[CH2:2][CH3:3].[CH2:6]([NH:13][C:14]([C:16]1[S:20][C:19]([NH2:21])=[N:18][C:17]=1[CH3:22])=[O:15])[C:7]1[CH:12]=[CH:11][CH:10]=[CH:9][CH:8]=1. No catalyst specified. The product is [CH2:6]([NH:13][C:14]([C:16]1[S:20][C:19]([NH:21][C:1](=[O:4])[CH2:2][CH3:3])=[N:18][C:17]=1[CH3:22])=[O:15])[C:7]1[CH:12]=[CH:11][CH:10]=[CH:9][CH:8]=1. The yield is 0.310. (6) The reactants are Br[C:2]1[CH:11]=[C:10]2[C:5]([C:6]([N:13]3[CH2:18][CH2:17][O:16][CH2:15][CH2:14]3)=[N:7][C:8]([Cl:12])=[N:9]2)=[CH:4][CH:3]=1.[CH3:19][S:20]([C:23]1[CH:24]=[C:25](B(O)O)[CH:26]=[CH:27][CH:28]=1)(=[O:22])=[O:21].C(=O)([O-])[O-].[Na+].[Na+].CN(C=O)C. The catalyst is Cl[Pd](Cl)([P](C1C=CC=CC=1)(C1C=CC=CC=1)C1C=CC=CC=1)[P](C1C=CC=CC=1)(C1C=CC=CC=1)C1C=CC=CC=1.O. The product is [Cl:12][C:8]1[N:7]=[C:6]([N:13]2[CH2:18][CH2:17][O:16][CH2:15][CH2:14]2)[C:5]2[C:10](=[CH:11][C:2]([C:27]3[CH:26]=[CH:25][CH:24]=[C:23]([S:20]([CH3:19])(=[O:22])=[O:21])[CH:28]=3)=[CH:3][CH:4]=2)[N:9]=1. The yield is 0.800. (7) The reactants are [OH-].[Li+].[Br:3][C:4]1[N:5]([C:18]2[C:27]3[C:22](=[CH:23][CH:24]=[CH:25][CH:26]=3)[C:21]([CH:28]3[CH2:30][CH2:29]3)=[CH:20][CH:19]=2)[C:6]([S:9][C:10]([CH3:17])([CH3:16])[C:11]([O:13]CC)=[O:12])=[N:7][N:8]=1. The catalyst is C1COCC1.CO. The product is [Br:3][C:4]1[N:5]([C:18]2[C:27]3[C:22](=[CH:23][CH:24]=[CH:25][CH:26]=3)[C:21]([CH:28]3[CH2:30][CH2:29]3)=[CH:20][CH:19]=2)[C:6]([S:9][C:10]([CH3:17])([CH3:16])[C:11]([OH:13])=[O:12])=[N:7][N:8]=1. The yield is 0.760.